Dataset: Forward reaction prediction with 1.9M reactions from USPTO patents (1976-2016). Task: Predict the product of the given reaction. Given the reactants [Cl:1][C:2]1[N:6]2[CH:7]=[C:8]([C:15]3[CH:19]=[CH:18][O:17][CH:16]=3)[CH:9]=[C:10]([C:11]([F:14])([F:13])[F:12])[C:5]2=[N:4][C:3]=1[C:20]([OH:22])=O.[NH:23]1[CH2:28][CH2:27][CH:26]([N:29]2[CH2:33][C:32](=[O:34])[NH:31][C:30]2=[O:35])[CH2:25][CH2:24]1.CCN(C(C)C)C(C)C.CN(C(ON1N=NC2C=CC=NC1=2)=[N+](C)C)C.F[P-](F)(F)(F)(F)F, predict the reaction product. The product is: [Cl:1][C:2]1[N:6]2[CH:7]=[C:8]([C:15]3[CH:19]=[CH:18][O:17][CH:16]=3)[CH:9]=[C:10]([C:11]([F:13])([F:12])[F:14])[C:5]2=[N:4][C:3]=1[C:20]([N:23]1[CH2:24][CH2:25][CH:26]([N:29]2[CH2:33][C:32](=[O:34])[NH:31][C:30]2=[O:35])[CH2:27][CH2:28]1)=[O:22].